From a dataset of Merck oncology drug combination screen with 23,052 pairs across 39 cell lines. Regression. Given two drug SMILES strings and cell line genomic features, predict the synergy score measuring deviation from expected non-interaction effect. Drug 1: CN(C)C(=N)N=C(N)N. Drug 2: CS(=O)(=O)CCNCc1ccc(-c2ccc3ncnc(Nc4ccc(OCc5cccc(F)c5)c(Cl)c4)c3c2)o1. Cell line: OCUBM. Synergy scores: synergy=-1.58.